Task: Predict the product of the given reaction.. Dataset: Forward reaction prediction with 1.9M reactions from USPTO patents (1976-2016) Given the reactants [Br:1][C:2]1[CH:7]=[CH:6][C:5]([C:8]2[C:12]3[CH:13]=[CH:14][C:15]([O:17][CH2:18][CH2:19][CH2:20]Br)=[CH:16][C:11]=3[S:10][N:9]=2)=[CH:4][CH:3]=1.[NH:22]1[CH2:26][CH2:25][CH2:24][CH2:23]1, predict the reaction product. The product is: [Br:1][C:2]1[CH:7]=[CH:6][C:5]([C:8]2[C:12]3[CH:13]=[CH:14][C:15]([O:17][CH2:18][CH2:19][CH2:20][N:22]4[CH2:26][CH2:25][CH2:24][CH2:23]4)=[CH:16][C:11]=3[S:10][N:9]=2)=[CH:4][CH:3]=1.